Dataset: Forward reaction prediction with 1.9M reactions from USPTO patents (1976-2016). Task: Predict the product of the given reaction. (1) Given the reactants NC1C=CC(O)=C(F)C=1.FC1C=CC(CC(SC#N)=O)=CC=1.[F:23][C:24]1[CH:25]=[C:26]([NH:43][C:44]([NH:46][C:47](=[O:56])[CH2:48][C:49]2[CH:54]=[CH:53][C:52]([F:55])=[CH:51][CH:50]=2)=[S:45])[CH:27]=[CH:28][C:29]=1[O:30]C1C2=C(C)C(OC)=CN2N=CN=1.CCOC(C)=O, predict the reaction product. The product is: [F:23][C:24]1[CH:25]=[C:26]([NH:43][C:44]([NH:46][C:47](=[O:56])[CH2:48][C:49]2[CH:50]=[CH:51][C:52]([F:55])=[CH:53][CH:54]=2)=[S:45])[CH:27]=[CH:28][C:29]=1[OH:30]. (2) Given the reactants [F:1][C:2]1[C:7]([C:8]2[CH:13]=[CH:12][C:11]3[O:14][C@H:15]4[CH2:20][CH2:19][N:18]([S:21]([CH2:24][CH:25]([CH3:27])[CH3:26])(=[O:23])=[O:22])[CH2:17][C@@H:16]4[C@@:28]4([CH2:32][O:31][C:30]([NH:33]C(=O)OC(C)(C)C)=[N:29]4)[C:10]=3[CH:9]=2)=[CH:6][CH:5]=[CH:4][N:3]=1.C(O)(C(F)(F)F)=O.[ClH:48], predict the reaction product. The product is: [ClH:48].[F:1][C:2]1[C:7]([C:8]2[CH:13]=[CH:12][C:11]3[O:14][C@H:15]4[CH2:20][CH2:19][N:18]([S:21]([CH2:24][CH:25]([CH3:27])[CH3:26])(=[O:22])=[O:23])[CH2:17][C@@H:16]4[C@@:28]4([CH2:32][O:31][C:30]([NH2:33])=[N:29]4)[C:10]=3[CH:9]=2)=[CH:6][CH:5]=[CH:4][N:3]=1. (3) The product is: [Cl:10][C:11]1[CH:12]=[C:13]([C:18]2([C:32]([F:35])([F:34])[F:33])[O:22][N:21]=[C:20]([C:23]3[CH:24]=[CH:25][C:26]([S:2][CH3:1])=[C:27]([CH:30]=3)[C:28]#[N:29])[CH2:19]2)[CH:14]=[C:15]([Cl:17])[CH:16]=1. Given the reactants [CH3:1][S-:2].[Na+].C(=O)([O-])[O-].[K+].[K+].[Cl:10][C:11]1[CH:12]=[C:13]([C:18]2([C:32]([F:35])([F:34])[F:33])[O:22][N:21]=[C:20]([C:23]3[CH:24]=[CH:25][C:26](F)=[C:27]([CH:30]=3)[C:28]#[N:29])[CH2:19]2)[CH:14]=[C:15]([Cl:17])[CH:16]=1.O, predict the reaction product. (4) Given the reactants C(O[C:4](=[O:18])[CH:5]=[C:6]([NH:8][C:9]1[CH:14]=[C:13]([F:15])[CH:12]=[CH:11][C:10]=1[O:16][CH3:17])[CH3:7])C, predict the reaction product. The product is: [F:15][C:13]1[CH:12]=[CH:11][C:10]([O:16][CH3:17])=[C:9]2[C:14]=1[C:4]([OH:18])=[CH:5][C:6]([CH3:7])=[N:8]2. (5) The product is: [NH2:22][C:18]1[N:19]=[C:20]([CH3:21])[C:15]([CH2:14][NH:13][C:2]2[C:3]3[CH:10]=[C:9]([CH2:11][CH3:12])[S:8][C:4]=3[N:5]=[CH:6][N:7]=2)=[C:16]([CH3:30])[CH:17]=1. Given the reactants Cl[C:2]1[C:3]2[CH:10]=[C:9]([CH2:11][CH3:12])[S:8][C:4]=2[N:5]=[CH:6][N:7]=1.[NH2:13][CH2:14][C:15]1[C:16]([CH3:30])=[CH:17][C:18]([NH:22]C(=O)OC(C)(C)C)=[N:19][C:20]=1[CH3:21].CC(OC)(C)C, predict the reaction product. (6) Given the reactants [F:1][CH:2]([F:18])[CH2:3][N:4]1[CH2:10][CH2:9][C:8]2[CH:11]=[C:12]([NH2:17])[C:13]([O:15][CH3:16])=[CH:14][C:7]=2[CH2:6][CH2:5]1.[Cl:19][C:20]1[CH:21]=[CH:22][C:23]([O:35][CH3:36])=[C:24]([NH:26][C:27]2[C:32]([Cl:33])=[CH:31][N:30]=[C:29](Cl)[N:28]=2)[CH:25]=1, predict the reaction product. The product is: [Cl:33][C:32]1[C:27]([NH:26][C:24]2[CH:25]=[C:20]([Cl:19])[CH:21]=[CH:22][C:23]=2[O:35][CH3:36])=[N:28][C:29]([NH:17][C:12]2[C:13]([O:15][CH3:16])=[CH:14][C:7]3[CH2:6][CH2:5][N:4]([CH2:3][CH:2]([F:1])[F:18])[CH2:10][CH2:9][C:8]=3[CH:11]=2)=[N:30][CH:31]=1.